From a dataset of Reaction yield outcomes from USPTO patents with 853,638 reactions. Predict the reaction yield, written as a fraction of the theoretical maximum amount of product (1.0 means a 100% yield; for example, 0.34 means a 34% yield). (1) The reactants are CN(C)[CH:3]=[CH:4][C:5]([C:7]1[CH:8]=[C:9]([P:13]([C:20]2[CH:25]=[CH:24][CH:23]=[CH:22][CH:21]=2)[C:14]2[CH:19]=[CH:18][CH:17]=[CH:16][CH:15]=2)[CH:10]=[CH:11][CH:12]=1)=O.[C:27]([NH2:35])(=[NH:34])[C:28]1[CH:33]=[CH:32][CH:31]=[CH:30][CH:29]=1. The catalyst is C(O)C. The product is [C:28]1([C:27]2[N:35]=[C:5]([C:7]3[CH:8]=[C:9]([P:13]([C:20]4[CH:25]=[CH:24][CH:23]=[CH:22][CH:21]=4)[C:14]4[CH:15]=[CH:16][CH:17]=[CH:18][CH:19]=4)[CH:10]=[CH:11][CH:12]=3)[CH:4]=[CH:3][N:34]=2)[CH:33]=[CH:32][CH:31]=[CH:30][CH:29]=1. The yield is 0.790. (2) The reactants are [F:1][C:2]1[CH:3]=[C:4]([OH:11])[CH:5]=[CH:6][C:7]=1[N+:8]([O-:10])=[O:9].Cl.Cl[CH2:14][C:15]1[CH:19]=[CH:18][N:17]([CH3:20])[N:16]=1.C(=O)([O-])[O-].[K+].[K+].[I-].[K+]. The catalyst is C(#N)C. The product is [F:1][C:2]1[CH:3]=[C:4]([CH:5]=[CH:6][C:7]=1[N+:8]([O-:10])=[O:9])[O:11][CH2:14][C:15]1[CH:19]=[CH:18][N:17]([CH3:20])[N:16]=1. The yield is 0.902. (3) The reactants are [NH2:1][C:2]1[CH:23]=[CH:22][C:5]2[N:6]([C:10]3[S:11][C:12]4[C:13](=[O:21])[NH:14][C:15]([CH3:20])([CH3:19])[CH2:16][C:17]=4[N:18]=3)[CH2:7][CH2:8][O:9][C:4]=2[CH:3]=1.F[P-](F)(F)(F)(F)F.N1(OC(N(C)C)=[N+](C)C)C2C=CC=CC=2N=N1.Cl.[CH3:49][N:50]1[CH2:55][CH2:54][CH:53]([C:56](O)=[O:57])[CH2:52][CH2:51]1.CCN(C(C)C)C(C)C. The catalyst is CN(C=O)C.O.CC#N. The product is [CH3:19][C:15]1([CH3:20])[NH:14][C:13](=[O:21])[C:12]2[S:11][C:10]([N:6]3[C:5]4[CH:22]=[CH:23][C:2]([NH:1][C:56]([CH:53]5[CH2:54][CH2:55][N:50]([CH3:49])[CH2:51][CH2:52]5)=[O:57])=[CH:3][C:4]=4[O:9][CH2:8][CH2:7]3)=[N:18][C:17]=2[CH2:16]1. The yield is 0.510.